This data is from Reaction yield outcomes from USPTO patents with 853,638 reactions. The task is: Predict the reaction yield, written as a fraction of the theoretical maximum amount of product (1.0 means a 100% yield; for example, 0.34 means a 34% yield). The reactants are [OH:1][C:2]1[CH:9]=[C:8]([O:10][CH3:11])[CH:7]=[CH:6][C:3]=1[CH:4]=[O:5].[OH-].[K+].[CH2:14](Br)[C:15]1[CH:20]=[CH:19][CH:18]=[CH:17][CH:16]=1.CCCCCC. The catalyst is C(#N)C.C1OCCOC2C(=CC=CC=2)OCCOCCOC2C(=CC=CC=2)OC1.C(OCC)(=O)C. The product is [CH2:14]([O:1][C:2]1[CH:9]=[C:8]([O:10][CH3:11])[CH:7]=[CH:6][C:3]=1[CH:4]=[O:5])[C:15]1[CH:20]=[CH:19][CH:18]=[CH:17][CH:16]=1. The yield is 0.910.